Dataset: Kir2.1 potassium channel HTS with 301,493 compounds. Task: Binary Classification. Given a drug SMILES string, predict its activity (active/inactive) in a high-throughput screening assay against a specified biological target. The molecule is Clc1ccc(n2c(c(cc2C)/C=N\NC(=S)NCC)C)cc1. The result is 0 (inactive).